Task: Predict the reaction yield, written as a fraction of the theoretical maximum amount of product (1.0 means a 100% yield; for example, 0.34 means a 34% yield).. Dataset: Reaction yield outcomes from USPTO patents with 853,638 reactions (1) The reactants are [Br:1][C:2]1[C:3]([C:9]([O:11][CH3:12])=[O:10])=[CH:4][C:5](=[O:8])[NH:6][CH:7]=1.[CH2:13](Br)[C:14]1[CH:19]=[CH:18][CH:17]=[CH:16][CH:15]=1. The catalyst is CC#N.C(=O)([O-])[O-].[Ag+2]. The product is [CH2:13]([O:8][C:5]1[CH:4]=[C:3]([C:2]([Br:1])=[CH:7][N:6]=1)[C:9]([O:11][CH3:12])=[O:10])[C:14]1[CH:19]=[CH:18][CH:17]=[CH:16][CH:15]=1. The yield is 0.950. (2) The product is [CH3:5][C:6]1[CH:15]=[CH:14][C:13]2[C:8](=[CH:9][CH:10]=[CH:11][C:12]=2[N:16]2[CH2:17][CH2:18][N:19]([CH2:22][CH2:23][C:24]3[CH:25]=[C:26]([N:27]4[CH2:34][C:35]5[C:40](=[CH:39][CH:38]=[CH:37][CH:36]=5)[C:31]4=[O:32])[CH:28]=[CH:29][CH:30]=3)[CH2:20][CH2:21]2)[N:7]=1. The catalyst is ClCCl. The reactants are C[Al](C)C.[CH3:5][C:6]1[CH:15]=[CH:14][C:13]2[C:8](=[CH:9][CH:10]=[CH:11][C:12]=2[N:16]2[CH2:21][CH2:20][N:19]([CH2:22][CH2:23][C:24]3[CH:25]=[C:26]([CH:28]=[CH:29][CH:30]=3)[NH2:27])[CH2:18][CH2:17]2)[N:7]=1.[C:31]1([C:40]2[C:35](=[CH:36][CH:37]=[CH:38][CH:39]=2)[CH2:34]O1)=[O:32].C(N(CC)C(C)C)(C)C.CS(Cl)(=O)=O. The yield is 0.450. (3) The reactants are [NH2:1][C:2]1([C:14]2[C:15]([O:20][CH2:21][CH3:22])=[N:16][CH:17]=[CH:18][CH:19]=2)[C:10]2[C:5](=[CH:6][CH:7]=[C:8]([C:11]#[N:12])[CH:9]=2)[NH:4][C:3]1=[O:13].CC(C)([O-])C.[K+].[CH3:29][O:30][C:31]1[CH:36]=[C:35]([O:37][CH3:38])[CH:34]=[CH:33][C:32]=1[S:39](Cl)(=[O:41])=[O:40].ClCCl.CO. The catalyst is CN(C)C=O. The product is [NH2:1][C:2]1([C:14]2[C:15]([O:20][CH2:21][CH3:22])=[N:16][CH:17]=[CH:18][CH:19]=2)[C:10]2[C:5](=[CH:6][CH:7]=[C:8]([C:11]#[N:12])[CH:9]=2)[N:4]([S:39]([C:32]2[CH:33]=[CH:34][C:35]([O:37][CH3:38])=[CH:36][C:31]=2[O:30][CH3:29])(=[O:41])=[O:40])[C:3]1=[O:13]. The yield is 0.790. (4) The reactants are [F:1][C:2]1[CH:7]=[C:6]([CH3:8])[CH:5]=[CH:4][C:3]=1[NH:9][C:10]1[C:19]2[C:14](=[CH:15][C:16]([O:26][CH3:27])=[C:17]([CH:20]3[CH2:25][CH2:24][NH:23][CH2:22][CH2:21]3)[CH:18]=2)[N:13]=[N:12][C:11]=1[C:28]([NH2:30])=[O:29].C(N(C(C)C)C(C)C)C.[CH3:40][S:41](Cl)(=[O:43])=[O:42]. The yield is 0.240. The catalyst is C(Cl)Cl.CN(C=O)C. The product is [F:1][C:2]1[CH:7]=[C:6]([CH3:8])[CH:5]=[CH:4][C:3]=1[NH:9][C:10]1[C:19]2[C:14](=[CH:15][C:16]([O:26][CH3:27])=[C:17]([CH:20]3[CH2:25][CH2:24][N:23]([S:41]([CH3:40])(=[O:43])=[O:42])[CH2:22][CH2:21]3)[CH:18]=2)[N:13]=[N:12][C:11]=1[C:28]([NH2:30])=[O:29]. (5) The reactants are [CH:1]([CH:3]1[CH2:8][CH2:7][N:6]([C:9]([O:11][C:12]([CH3:15])([CH3:14])[CH3:13])=[O:10])[CH2:5][CH2:4]1)=O.[CH3:16][CH2:17][O:18][C:19](/[C:21](/P(OCC)(OCC)=O)=[CH:22]\[CH3:23])=[O:20].O[Li].O. The catalyst is C1COCC1.C(O)(=O)CC(CC(O)=O)(C(O)=O)O. The product is [CH2:17]([O:18][C:19](=[O:20])/[CH:21]=[CH:22]/[CH:23]=[CH:1]/[CH:3]1[CH2:8][CH2:7][N:6]([C:9]([O:11][C:12]([CH3:15])([CH3:14])[CH3:13])=[O:10])[CH2:5][CH2:4]1)[CH3:16]. The yield is 0.950. (6) The reactants are Br[C:2]1[N:7]=[C:6]([NH:8][C:9](=[O:14])[C:10]([CH3:13])([CH3:12])[CH3:11])[CH:5]=[CH:4][CH:3]=1.[Li]CCCC.[CH:20](=[O:22])[CH3:21]. The catalyst is C1COCC1. The product is [OH:22][CH:20]([C:2]1[N:7]=[C:6]([NH:8][C:9](=[O:14])[C:10]([CH3:13])([CH3:12])[CH3:11])[CH:5]=[CH:4][CH:3]=1)[CH3:21]. The yield is 0.830.